Task: Regression. Given a peptide amino acid sequence and an MHC pseudo amino acid sequence, predict their binding affinity value. This is MHC class I binding data.. Dataset: Peptide-MHC class I binding affinity with 185,985 pairs from IEDB/IMGT (1) The peptide sequence is AFDAPTLYVK. The MHC is HLA-A68:01 with pseudo-sequence HLA-A68:01. The binding affinity (normalized) is 0.547. (2) The peptide sequence is ERAFQNWSV. The MHC is HLA-A02:19 with pseudo-sequence HLA-A02:19. The binding affinity (normalized) is 0.0847. (3) The MHC is HLA-A33:01 with pseudo-sequence HLA-A33:01. The binding affinity (normalized) is 0. The peptide sequence is TTTNPLIRH. (4) The peptide sequence is RARKRGITM. The MHC is HLA-B38:01 with pseudo-sequence HLA-B38:01. The binding affinity (normalized) is 0.0847. (5) The peptide sequence is SVRDRLARL. The MHC is HLA-A03:01 with pseudo-sequence HLA-A03:01. The binding affinity (normalized) is 0.0494. (6) The peptide sequence is RRWIQLGLQK. The MHC is HLA-B45:01 with pseudo-sequence HLA-B45:01. The binding affinity (normalized) is 0.